Dataset: Reaction yield outcomes from USPTO patents with 853,638 reactions. Task: Predict the reaction yield, written as a fraction of the theoretical maximum amount of product (1.0 means a 100% yield; for example, 0.34 means a 34% yield). (1) The reactants are O[CH:2]([C:12]1[CH:17]=[CH:16][C:15]([CH:18]([CH3:20])[CH3:19])=[CH:14][CH:13]=1)[C:3]1[C:8]([CH3:9])=[CH:7][C:6]([CH3:10])=[CH:5][C:4]=1[OH:11]. The catalyst is C(O)(=O)C.[C].[Pd]. The product is [CH:18]([C:15]1[CH:16]=[CH:17][C:12]([CH2:2][C:3]2[C:8]([CH3:9])=[CH:7][C:6]([CH3:10])=[CH:5][C:4]=2[OH:11])=[CH:13][CH:14]=1)([CH3:20])[CH3:19]. The yield is 0.900. (2) The yield is 0.953. The product is [CH3:1][N:2]1[C@@H:18]2[CH2:19][C:7]3[CH:8]=[CH:9][C:10]([O:22][CH3:23])=[C:11]4[O:12][C@H:13]5[C:14]([O:20][CH3:21])=[CH:15][CH2:16][C@@H:17]2[C@:5]5([C:6]=34)[CH2:4][CH2:3]1. The catalyst is COCCO. The reactants are [CH3:1][N:2]1[C@@H:18]2[CH2:19][C:7]3[CH:8]=[CH:9][C:10]([O:22][CH3:23])=[C:11]4[O:12][C@H:13]5[C:14]([O:20][CH3:21])=[CH:15][CH:16]=[C:17]2[C@:5]5([C:6]=34)[CH2:4][CH2:3]1.C(CN)O.O.